This data is from Peptide-MHC class I binding affinity with 185,985 pairs from IEDB/IMGT. The task is: Regression. Given a peptide amino acid sequence and an MHC pseudo amino acid sequence, predict their binding affinity value. This is MHC class I binding data. The peptide sequence is AYIDNYNKV. The MHC is HLA-A30:01 with pseudo-sequence HLA-A30:01. The binding affinity (normalized) is 0.